From a dataset of Peptide-MHC class II binding affinity with 134,281 pairs from IEDB. Regression. Given a peptide amino acid sequence and an MHC pseudo amino acid sequence, predict their binding affinity value. This is MHC class II binding data. The peptide sequence is KMIGGIGGFIKVRQYDQILI. The MHC is HLA-DQA10501-DQB10201 with pseudo-sequence HLA-DQA10501-DQB10201. The binding affinity (normalized) is 0.150.